From a dataset of Full USPTO retrosynthesis dataset with 1.9M reactions from patents (1976-2016). Predict the reactants needed to synthesize the given product. (1) Given the product [C:17]1([C:25]2[CH:26]=[CH:27][CH:28]=[CH:29][CH:30]=2)[CH:22]=[CH:21][CH:20]=[C:19]([CH2:23][N:14]2[CH2:13][CH2:12][N:11]([C:5]3[CH:6]=[CH:7][C:8]([O:9][CH3:10])=[C:3]([O:2][CH3:1])[CH:4]=3)[CH2:16][CH2:15]2)[CH:18]=1, predict the reactants needed to synthesize it. The reactants are: [CH3:1][O:2][C:3]1[CH:4]=[C:5]([N:11]2[CH2:16][CH2:15][NH:14][CH2:13][CH2:12]2)[CH:6]=[CH:7][C:8]=1[O:9][CH3:10].[C:17]1([C:25]2[CH:30]=[CH:29][CH:28]=[CH:27][CH:26]=2)[CH:22]=[CH:21][CH:20]=[C:19]([CH:23]=O)[CH:18]=1.[BH-](OC(C)=O)(OC(C)=O)OC(C)=O.[Na+].C1(C2C=CC=CC=2)C=CC=CC=1CN1CCN(C2C=CC=CC=2)CC1. (2) Given the product [O:1]1[CH:5]=[CH:4][CH:3]=[C:2]1[C:6]1[O:7][C:8]([CH3:46])=[C:9]([CH2:11][O:12][C:13]2[CH:43]=[CH:42][C:16]([CH2:17][O:18][C:19]3[C:23](/[CH:24]=[CH:25]/[C:26]4[S:27][CH:28]=[C:29]([C:31]([OH:33])=[O:32])[N:30]=4)=[CH:22][N:21]([C:36]4[CH:37]=[CH:38][CH:39]=[CH:40][CH:41]=4)[N:20]=3)=[CH:15][C:14]=2[O:44][CH3:45])[N:10]=1, predict the reactants needed to synthesize it. The reactants are: [O:1]1[CH:5]=[CH:4][CH:3]=[C:2]1[C:6]1[O:7][C:8]([CH3:46])=[C:9]([CH2:11][O:12][C:13]2[CH:43]=[CH:42][C:16]([CH2:17][O:18][C:19]3[C:23](/[CH:24]=[CH:25]/[C:26]4[S:27][CH:28]=[C:29]([C:31]([O:33]CC)=[O:32])[N:30]=4)=[CH:22][N:21]([C:36]4[CH:41]=[CH:40][CH:39]=[CH:38][CH:37]=4)[N:20]=3)=[CH:15][C:14]=2[O:44][CH3:45])[N:10]=1.O1CCCC1.[OH-].[Na+].Cl. (3) Given the product [CH3:29][C:24]1([CH3:30])[C:25]([CH3:28])([CH3:27])[O:26][B:22]([C:2]2[CH:10]=[CH:9][C:8]3[N:7]4[CH2:11][CH:12]([NH:14][C:15](=[O:21])[O:16][C:17]([CH3:20])([CH3:19])[CH3:18])[CH2:13][C:6]4=[CH:5][C:4]=3[CH:3]=2)[O:23]1, predict the reactants needed to synthesize it. The reactants are: Br[C:2]1[CH:10]=[CH:9][C:8]2[N:7]3[CH2:11][CH:12]([NH:14][C:15](=[O:21])[O:16][C:17]([CH3:20])([CH3:19])[CH3:18])[CH2:13][C:6]3=[CH:5][C:4]=2[CH:3]=1.[B:22]1([B:22]2[O:26][C:25]([CH3:28])([CH3:27])[C:24]([CH3:30])([CH3:29])[O:23]2)[O:26][C:25]([CH3:28])([CH3:27])[C:24]([CH3:30])([CH3:29])[O:23]1.C([O-])(=O)C.[K+]. (4) The reactants are: C(N(CC)CC)C.[CH2:8]([N:10]([CH2:14][CH3:15])[C:11](Cl)=[O:12])[CH3:9].[OH:16][C:17]12[C:35]3[C:30](=[CH:31][CH:32]=[CH:33][CH:34]=3)[C:29](=[O:36])[C:18]1([OH:37])[C:19]1[C:24]([O:25]2)=[CH:23][C:22]([CH:26]([CH3:28])[CH3:27])=[CH:21][CH:20]=1. Given the product [CH2:8]([N:10]([CH2:14][CH3:15])[C:11](=[O:12])[O:37][C:18]12[C:29](=[O:36])[C:30]3[C:35](=[CH:34][CH:33]=[CH:32][CH:31]=3)[C:17]1([OH:16])[O:25][C:24]1[CH:23]=[C:22]([CH:26]([CH3:27])[CH3:28])[CH:21]=[CH:20][C:19]=12)[CH3:9], predict the reactants needed to synthesize it. (5) Given the product [CH2:1]([N:8]1[CH:12]=[C:11]([N+:13]([O-:15])=[O:14])[C:10]([CH2:16][OH:17])=[N:9]1)[C:2]1[CH:7]=[CH:6][CH:5]=[CH:4][CH:3]=1, predict the reactants needed to synthesize it. The reactants are: [CH2:1]([N:8]1[CH:12]=[C:11]([N+:13]([O-:15])=[O:14])[C:10]([C:16](OC)=[O:17])=[N:9]1)[C:2]1[CH:7]=[CH:6][CH:5]=[CH:4][CH:3]=1.C(N(CC)CC)C.ClC(OCC)=O.[BH4-].[Na+]. (6) Given the product [CH3:17][N:10]1[C:11]2[C:6](=[CH:5][C:4]([N+:1]([O-:3])=[O:2])=[CH:13][CH:12]=2)[CH2:7][CH2:8][CH2:9]1, predict the reactants needed to synthesize it. The reactants are: [N+:1]([C:4]1[CH:5]=[C:6]2[C:11](=[CH:12][CH:13]=1)[NH:10][CH2:9][CH2:8][CH2:7]2)([O-:3])=[O:2].[H-].[Na+].I[CH3:17].[Cl-].[NH4+]. (7) Given the product [F:28][C:2]([F:1])([F:27])[C:3]1[N:4]=[CH:5][C:6]([C:9]2[CH:14]=[C:13]([CH2:15][NH2:16])[CH:12]=[CH:11][N:10]=2)=[CH:7][N:8]=1, predict the reactants needed to synthesize it. The reactants are: [F:1][C:2]([F:28])([F:27])[C:3]1[N:8]=[CH:7][C:6]([C:9]2[CH:14]=[C:13]([CH2:15][N:16]3C(=O)C4C(=CC=CC=4)C3=O)[CH:12]=[CH:11][N:10]=2)=[CH:5][N:4]=1.NN.O. (8) Given the product [CH2:13]([C:17]1[CH:18]=[CH:19][C:20]([C:21]2[O:23][N:29]=[C:28]([C:30]3[CH:31]=[C:32]([CH2:36][OH:37])[CH:33]=[CH:34][CH:35]=3)[N:27]=2)=[CH:24][CH:25]=1)[CH:14]([CH3:15])[CH3:16], predict the reactants needed to synthesize it. The reactants are: C(C1NC=CN=1)(C1NC=CN=1)=O.[CH2:13]([C:17]1[CH:25]=[CH:24][C:20]([C:21]([OH:23])=O)=[CH:19][CH:18]=1)[CH:14]([CH3:16])[CH3:15].O[N:27]=[C:28]([C:30]1[CH:35]=[CH:34][CH:33]=[C:32]([CH2:36][OH:37])[CH:31]=1)[NH2:29].[F-].C([N+](CCCC)(CCCC)CCCC)CCC.